This data is from Protein-peptide binding for MDM2, ACE2, and 12ca5 with 34 validated binders. The task is: Binary Classification. Given protein and peptide amino acid sequences, predict whether they interact or not. (1) The protein target is ACE2 with sequence MSSSSWLLLSLVAVTAAQSTIEEQAKTFLDKFNHEAEDLFYQSSLASWNYNTNITEENVQNMNNAGDKWSAFLKEQSTLAQMYPLQEIQNLTVKLQLQALQQNGSSVLSEDKSKRLNTILNTMSTIYSTGKVCNPDNPQECLLLEPGLNEIMANSLDYNERLWAWESWRSEVGKQLRPLYEEYVVLKNEMARANHYEDYGDYWRGDYEVNGVDGYDYSRGQLIEDVEHTFEEIKPLYEHLHAYVRAKLMNAYPSYISPIGCLPAHLLGDMWGRFWTNLYSLTVPFGQKPNIDVTDAMVDQAWDAQRIFKEAEKFFVSVGLPNMTQGFWENSMLTDPGNVQKAVCHPTAWDLGKGDFRILMCTKVTMDDFLTAHHEMGHIQYDMAYAAQPFLLRNGANEGFHEAVGEIMSLSAATPKHLKSIGLLSPDFQEDNETEINFLLKQALTIVGTLPFTYMLEKWRWMVFKGEIPKDQWMKKWWEMKREIVGVVEPVPHDETYCDP.... The peptide is LVEFEYRWRMFVK. (2) The protein target is MDM2 with sequence MCNTNMSVPTDGAVTTSQIPASEQETLVRPKPLLLKLLKSVGAQKDTYTMKEVLFYLGQYIMTKRLYDEKQQHIVYCSNDLLGDLFGVPSFSVKEHRKIYTMIYRNLVVVNQQESSDSGTSVSENRCHLEGGSDQKDLVQELQEEKPSSSHLVSRPSTSSRRRAISETEENSDELSGERQRKRHKSDSISLSFDESLALCVIREICCERSSSSESTGTPSNPDLDAGVSEHSGDWLDQDSVSDQFSVEFEVESLDSEDYSLSEEGQELSDEDDEVYQVTVYQAGESDTDSFEEDPEISLADYWKCTSCNEMNPPLPSHCNRCWALRENWLPEDKGKDKGEISEKAKLENSTQAEEGFDVPDCKKTIVNDSRESCVEENDDKITQASQSQESEDYSQPSTSSSIIYSSQEDVKEFEREETQDKEESVESSLPLNAIEPCVICQGRPKNGCIVHGKTGHLMACFTCAKKLKKRNKPCPVCRQPIQMIVLTYFP. The peptide is AAFAAYWAALSAK.